This data is from Full USPTO retrosynthesis dataset with 1.9M reactions from patents (1976-2016). The task is: Predict the reactants needed to synthesize the given product. The reactants are: Br[CH2:2][CH2:3][O:4][CH2:5][CH2:6][O:7][CH3:8].[N-:9]=[N+:10]=[N-:11].[Na+]. Given the product [N:9]([CH2:2][CH2:3][O:4][CH2:5][CH2:6][O:7][CH3:8])=[N+:10]=[N-:11], predict the reactants needed to synthesize it.